Dataset: Reaction yield outcomes from USPTO patents with 853,638 reactions. Task: Predict the reaction yield, written as a fraction of the theoretical maximum amount of product (1.0 means a 100% yield; for example, 0.34 means a 34% yield). (1) The reactants are [CH2:1]([O:8][CH2:9][C@H:10]1[O:15][C@@H:14]([O:16][CH2:17][C@H:18]2[O:24][C@H:22]([OH:23])[C@H:21]([NH:25][C:26](=[O:48])[CH2:27][C@H:28]([O:40][CH2:41][C:42]3[CH:47]=[CH:46][CH:45]=[CH:44][CH:43]=3)[CH2:29][CH2:30][CH2:31][CH2:32][CH2:33][CH2:34][CH2:35][CH2:36][CH2:37][CH2:38][CH3:39])[C@@H:20]([O:49][C:50](=[O:72])[CH2:51][C@H:52]([O:64][CH2:65][C:66]3[CH:71]=[CH:70][CH:69]=[CH:68][CH:67]=3)[CH2:53][CH2:54][CH2:55][CH2:56][CH2:57][CH2:58][CH2:59][CH2:60][CH2:61][CH2:62][CH3:63])[C@@H:19]2[O:73][CH2:74][C:75]2[CH:80]=[CH:79][CH:78]=[CH:77][CH:76]=2)[C@H:13]([NH:81][C:82](=[O:110])[CH2:83][C@H:84]([O:96][C:97](=[O:109])[CH2:98][CH2:99][CH2:100][CH2:101][CH2:102][CH2:103][CH2:104][CH2:105][CH2:106][CH2:107][CH3:108])[CH2:85][CH2:86][CH2:87][CH2:88][CH2:89][CH2:90][CH2:91][CH2:92][CH2:93][CH2:94][CH3:95])[C@@H:12]([O:111][C:112](=[O:142])[CH2:113][C@H:114]([O:126][C:127](=[O:141])[CH2:128][CH2:129][CH2:130][CH2:131][CH2:132][CH2:133][CH2:134][CH2:135][CH2:136][CH2:137][CH2:138][CH2:139][CH3:140])[CH2:115][CH2:116][CH2:117][CH2:118][CH2:119][CH2:120][CH2:121][CH2:122][CH2:123][CH2:124][CH3:125])[C@@H:11]1[O:143][P:144]1(=[O:155])[O:150][CH2:149][C:148]2[CH:151]=[CH:152][CH:153]=[CH:154][C:147]=2[CH2:146][O:145]1)[C:2]1[CH:7]=[CH:6][CH:5]=[CH:4][CH:3]=1.[O:156]([CH2:186][C:187]1[CH:192]=[CH:191][CH:190]=[CH:189][CH:188]=1)[P:157](O[P:157]([O:158][CH2:159][C:160]1[CH:165]=[CH:164][CH:163]=[CH:162][CH:161]=1)([O:156][CH2:186][C:187]1[CH:192]=[CH:191][CH:190]=[CH:189][CH:188]=1)=[O:166])(=[O:166])[O:158][CH2:159][C:160]1[CH:165]=[CH:164][CH:163]=[CH:162][CH:161]=1.C[Si]([N-][Si](C)(C)C)(C)C.[Li+]. The catalyst is C1COCC1. The product is [CH2:186]([O:156][P:157]([C@@:22]1([O:24][C@H:18]([CH2:17][O:16][C@@H:14]2[O:15][C@H:10]([CH2:9][O:8][CH2:1][C:2]3[CH:3]=[CH:4][CH:5]=[CH:6][CH:7]=3)[C@@H:11]([O:143][P:144]3(=[O:155])[O:145][CH2:146][C:147]4[CH:154]=[CH:153][CH:152]=[CH:151][C:148]=4[CH2:149][O:150]3)[C@H:12]([O:111][C:112](=[O:142])[CH2:113][C@H:114]([O:126][C:127](=[O:141])[CH2:128][CH2:129][CH2:130][CH2:131][CH2:132][CH2:133][CH2:134][CH2:135][CH2:136][CH2:137][CH2:138][CH2:139][CH3:140])[CH2:115][CH2:116][CH2:117][CH2:118][CH2:119][CH2:120][CH2:121][CH2:122][CH2:123][CH2:124][CH3:125])[C@H:13]2[NH:81][C:82](=[O:110])[CH2:83][C@H:84]([O:96][C:97](=[O:109])[CH2:98][CH2:99][CH2:100][CH2:101][CH2:102][CH2:103][CH2:104][CH2:105][CH2:106][CH2:107][CH3:108])[CH2:85][CH2:86][CH2:87][CH2:88][CH2:89][CH2:90][CH2:91][CH2:92][CH2:93][CH2:94][CH3:95])[C@@H:19]([O:73][CH2:74][C:75]2[CH:80]=[CH:79][CH:78]=[CH:77][CH:76]=2)[C@H:20]([O:49][C:50](=[O:72])[CH2:51][C@H:52]([O:64][CH2:65][C:66]2[CH:67]=[CH:68][CH:69]=[CH:70][CH:71]=2)[CH2:53][CH2:54][CH2:55][CH2:56][CH2:57][CH2:58][CH2:59][CH2:60][CH2:61][CH2:62][CH3:63])[C@H:21]1[NH:25][C:26](=[O:48])[CH2:27][C@H:28]([O:40][CH2:41][C:42]1[CH:43]=[CH:44][CH:45]=[CH:46][CH:47]=1)[CH2:29][CH2:30][CH2:31][CH2:32][CH2:33][CH2:34][CH2:35][CH2:36][CH2:37][CH2:38][CH3:39])[OH:23])([O:158][CH2:159][C:160]1[CH:165]=[CH:164][CH:163]=[CH:162][CH:161]=1)=[O:166])[C:187]1[CH:188]=[CH:189][CH:190]=[CH:191][CH:192]=1. The yield is 0.670. (2) The reactants are [CH3:1][O:2][C:3]1[N:8]=[CH:7][C:6]([CH2:9][C:10]2[C:11](=[O:18])[N:12]=[C:13](SC)[NH:14][CH:15]=2)=[CH:5][N:4]=1.[Cl:19][C:20]1[CH:35]=[CH:34][C:23]([O:24][C:25]2[CH:30]=[CH:29][C:28]([CH2:31][CH2:32][NH2:33])=[CH:27][CH:26]=2)=[CH:22][CH:21]=1. The catalyst is C(O)C. The product is [Cl:19][C:20]1[CH:35]=[CH:34][C:23]([O:24][C:25]2[CH:30]=[CH:29][C:28]([CH2:31][CH2:32][NH:33][C:13]3[NH:14][CH:15]=[C:10]([CH2:9][C:6]4[CH:5]=[N:4][C:3]([O:2][CH3:1])=[N:8][CH:7]=4)[C:11](=[O:18])[N:12]=3)=[CH:27][CH:26]=2)=[CH:22][CH:21]=1. The yield is 0.175. (3) The reactants are [Br:1]Br.[CH3:3][C:4]1[CH:5]=[C:6]([C:10](=[O:12])[CH3:11])[CH:7]=[CH:8][CH:9]=1. The catalyst is C(OCC)C. The product is [Br:1][CH2:11][C:10]([C:6]1[CH:7]=[CH:8][CH:9]=[C:4]([CH3:3])[CH:5]=1)=[O:12]. The yield is 0.953. (4) The reactants are [Br:1][C:2]1[CH:7]=[N:6][C:5](I)=[CH:4][N:3]=1.C[C:10]1([CH3:17])[CH2:15][CH2:14][NH:13][C:12](=[O:16])[CH2:11]1. The catalyst is C1(C)C=CC=CC=1.C1C=CC(/C=C/C(/C=C/C2C=CC=CC=2)=O)=CC=1.C1C=CC(/C=C/C(/C=C/C2C=CC=CC=2)=O)=CC=1.C1C=CC(/C=C/C(/C=C/C2C=CC=CC=2)=O)=CC=1.[Pd].[Pd].C1(P(C2C=CC=CC=2)C2C3OC4C(=CC=CC=4P(C4C=CC=CC=4)C4C=CC=CC=4)C(C)(C)C=3C=CC=2)C=CC=CC=1. The product is [Br:1][C:2]1[N:3]=[CH:4][C:5]([N:13]2[CH2:14][C:10]([CH3:15])([CH3:17])[CH2:11][C:12]2=[O:16])=[N:6][CH:7]=1. The yield is 0.530. (5) The reactants are [Si]([O:8][C@H:9]([C@H:17]([O:42][Si](C(C)(C)C)(C)C)[CH:18]=[CH:19][C:20]1[CH:25]=[CH:24][CH:23]=[CH:22][C:21]=1[CH:26]=[CH:27][C@H:28]([O:34][Si](C(C)(C)C)(C)C)[CH2:29][CH2:30][CH2:31][CH2:32][CH3:33])[CH2:10][CH2:11][CH2:12][C:13]([O:15][CH3:16])=[O:14])(C(C)(C)C)(C)C.[F-].C([N+](CCCC)(CCCC)CCCC)CCC. The catalyst is C1COCC1. The product is [OH:8][C@H:9]([C@H:17]([OH:42])[CH:18]=[CH:19][C:20]1[CH:25]=[CH:24][CH:23]=[CH:22][C:21]=1[CH:26]=[CH:27][C@H:28]([OH:34])[CH2:29][CH2:30][CH2:31][CH2:32][CH3:33])[CH2:10][CH2:11][CH2:12][C:13]([O:15][CH3:16])=[O:14]. The yield is 0.968. (6) The reactants are [O:1]1[C:5]2[CH:6]=[CH:7][CH:8]=[CH:9][C:4]=2[C:3]([NH:10][C:11]([N:13]2[CH2:18][CH2:17][N:16]([C:19]3[S:23][N:22]=[C:21]([N:24]4[CH2:29][CH2:28][N:27]([C:30](=[O:40])[CH2:31][NH:32]C(=O)OC(C)(C)C)[CH2:26][CH2:25]4)[N:20]=3)[CH2:15][CH2:14]2)=[O:12])=[N:2]1.[ClH:41]. The catalyst is CO.O1CCCC1. The product is [ClH:41].[ClH:41].[O:1]1[C:5]2[CH:6]=[CH:7][CH:8]=[CH:9][C:4]=2[C:3]([NH:10][C:11]([N:13]2[CH2:14][CH2:15][N:16]([C:19]3[S:23][N:22]=[C:21]([N:24]4[CH2:25][CH2:26][N:27]([C:30](=[O:40])[CH2:31][NH2:32])[CH2:28][CH2:29]4)[N:20]=3)[CH2:17][CH2:18]2)=[O:12])=[N:2]1. The yield is 0.904. (7) The reactants are Br[C:2]1[S:6][C:5]([C:7]2[CH:12]=[CH:11][CH:10]=[CH:9][N:8]=2)=[CH:4][CH:3]=1.CC1(C)C(C)(C)OB([C:21]2[CH:22]=[C:23]3[C:28](=[C:29]([O:31][CH2:32][O:33][CH2:34][CH2:35][Si:36]([CH3:39])([CH3:38])[CH3:37])[CH:30]=2)[N:27]=[CH:26][N:25]([CH2:40][O:41][CH2:42][CH2:43][Si:44]([CH3:47])([CH3:46])[CH3:45])[C:24]3=[O:48])O1.C(=O)([O-])[O-].[K+].[K+].O. The catalyst is CN(C)C=O.C1(P([C-]2C=CC=C2)C2C=CC=CC=2)C=CC=CC=1.[C-]1(P(C2C=CC=CC=2)C2C=CC=CC=2)C=CC=C1.[Fe+2].[Pd](Cl)Cl. The product is [N:8]1[CH:9]=[CH:10][CH:11]=[CH:12][C:7]=1[C:5]1[S:6][C:2]([C:21]2[CH:22]=[C:23]3[C:28](=[C:29]([O:31][CH2:32][O:33][CH2:34][CH2:35][Si:36]([CH3:39])([CH3:37])[CH3:38])[CH:30]=2)[N:27]=[CH:26][N:25]([CH2:40][O:41][CH2:42][CH2:43][Si:44]([CH3:47])([CH3:46])[CH3:45])[C:24]3=[O:48])=[CH:3][CH:4]=1. The yield is 0.250.